Predict the product of the given reaction. From a dataset of Forward reaction prediction with 1.9M reactions from USPTO patents (1976-2016). Given the reactants [OH:1][CH:2]([C:4]1[N:5]([C:21]2[CH:26]=[CH:25][CH:24]=[C:23](Br)[CH:22]=2)[CH:6]=[C:7]([O:11][CH2:12][C:13]2[CH:18]=[CH:17][C:16]([O:19][CH3:20])=[CH:15][CH:14]=2)[C:8](=[O:10])[CH:9]=1)[CH3:3].[CH:28]1[C:37]2[C:32](=[CH:33][CH:34]=[CH:35][CH:36]=2)[C:31](B(O)O)=[CH:30][N:29]=1, predict the reaction product. The product is: [OH:1][CH:2]([C:4]1[N:5]([C:21]2[CH:26]=[CH:25][CH:24]=[C:23]([C:31]3[C:32]4[C:37](=[CH:36][CH:35]=[CH:34][CH:33]=4)[CH:28]=[N:29][CH:30]=3)[CH:22]=2)[CH:6]=[C:7]([O:11][CH2:12][C:13]2[CH:18]=[CH:17][C:16]([O:19][CH3:20])=[CH:15][CH:14]=2)[C:8](=[O:10])[CH:9]=1)[CH3:3].